This data is from Reaction yield outcomes from USPTO patents with 853,638 reactions. The task is: Predict the reaction yield, written as a fraction of the theoretical maximum amount of product (1.0 means a 100% yield; for example, 0.34 means a 34% yield). (1) The reactants are [CH3:1][O:2][CH:3]([O:11][CH3:12])[C:4]1[CH:9]=[CH:8][CH:7]=[C:6]([F:10])[CH:5]=1.[Li]C(CC)C.[C:18](=[O:20])=[O:19].[Li]CCCC.Cl. The catalyst is O1CCCC1.O. The product is [CH3:1][O:2][CH:3]([O:11][CH3:12])[C:4]1[CH:9]=[CH:8][CH:7]=[C:6]([F:10])[C:5]=1[C:18]([OH:20])=[O:19]. The yield is 0.660. (2) The reactants are [Br:1][C:2]1[CH:7]=[CH:6][CH:5]=[C:4]([CH2:8][CH2:9][N:10]2[CH2:15][CH2:14][N:13]([C:16]3[CH:25]=[CH:24][CH:23]=[C:22]4[C:17]=3[CH:18]=[CH:19][C:20]([CH3:26])=[N:21]4)[CH2:12][CH2:11]2)[C:3]=1[OH:27].Br[CH2:29][C:30]([NH2:32])=[O:31].C([O-])([O-])=O.[K+].[K+]. The catalyst is CC(C)=O. The product is [Br:1][C:2]1[CH:7]=[CH:6][CH:5]=[C:4]([CH2:8][CH2:9][N:10]2[CH2:15][CH2:14][N:13]([C:16]3[CH:25]=[CH:24][CH:23]=[C:22]4[C:17]=3[CH:18]=[CH:19][C:20]([CH3:26])=[N:21]4)[CH2:12][CH2:11]2)[C:3]=1[O:27][CH2:29][C:30]([NH2:32])=[O:31]. The yield is 0.860. (3) The reactants are [NH2:1][C:2]1[CH:3]=[C:4]2[C:8](=[CH:9][CH:10]=1)[NH:7][CH:6]=[CH:5]2.C(=O)([O-])O.[Na+].[Br:16][C:17]1[N:18]=[C:19]2[N:23]([C:24]=1[S:25](Cl)(=[O:27])=[O:26])[CH:22]=[CH:21][S:20]2.C(Cl)(Cl)Cl.CO. The catalyst is C(#N)C. The product is [NH:7]1[C:8]2[C:4](=[CH:3][C:2]([NH:1][S:25]([C:24]3[N:23]4[C:19]([S:20][CH:21]=[CH:22]4)=[N:18][C:17]=3[Br:16])(=[O:26])=[O:27])=[CH:10][CH:9]=2)[CH:5]=[CH:6]1. The yield is 0.760.